From a dataset of Full USPTO retrosynthesis dataset with 1.9M reactions from patents (1976-2016). Predict the reactants needed to synthesize the given product. (1) Given the product [CH3:2][N:3]([CH3:36])[S:4]([N:7]1[CH2:8][CH2:9][N:10]([CH2:13][C:14]2[S:18][C:17]([NH:19][C:20]([N:22]([CH:23]3[CH2:28][CH2:27][N:26]([C:42](=[O:43])[C:41]4[CH:45]=[CH:46][C:38]([F:37])=[CH:39][CH:40]=4)[CH2:25][CH2:24]3)[CH:29]3[CH2:30][CH2:31][CH:32]([CH3:35])[CH2:33][CH2:34]3)=[O:21])=[N:16][CH:15]=2)[CH2:11][CH2:12]1)(=[O:5])=[O:6], predict the reactants needed to synthesize it. The reactants are: Cl.[CH3:2][N:3]([CH3:36])[S:4]([N:7]1[CH2:12][CH2:11][N:10]([CH2:13][C:14]2[S:18][C:17]([NH:19][C:20]([N:22]([CH:29]3[CH2:34][CH2:33][CH:32]([CH3:35])[CH2:31][CH2:30]3)[CH:23]3[CH2:28][CH2:27][NH:26][CH2:25][CH2:24]3)=[O:21])=[N:16][CH:15]=2)[CH2:9][CH2:8]1)(=[O:6])=[O:5].[F:37][C:38]1[CH:46]=[CH:45][C:41]([C:42](Cl)=[O:43])=[CH:40][CH:39]=1. (2) Given the product [CH2:2]([N+:9]([O-:10])=[CH:11][C:13]1[CH:22]=[CH:21][CH:20]=[CH:19][C:14]=1[C:15]([O:17][CH3:18])=[O:16])[C:3]1[CH:8]=[CH:7][CH:6]=[CH:5][CH:4]=1, predict the reactants needed to synthesize it. The reactants are: Cl.[CH2:2]([NH:9][OH:10])[C:3]1[CH:8]=[CH:7][CH:6]=[CH:5][CH:4]=1.[CH:11]([C:13]1[CH:22]=[CH:21][CH:20]=[CH:19][C:14]=1[C:15]([O:17][CH3:18])=[O:16])=O. (3) Given the product [Br:1][C:2]1[CH:3]=[C:4]([NH:9][S:10]([C:13]2[CH:18]=[CH:17][C:16]([OH:19])=[CH:15][CH:14]=2)(=[O:12])=[O:11])[C:5]([O:20][CH2:21][CH3:22])=[N:6][CH:7]=1, predict the reactants needed to synthesize it. The reactants are: [Br:1][C:2]1[CH:3]=[C:4]([NH:9][S:10]([C:13]2[CH:18]=[CH:17][C:16]([OH:19])=[CH:15][CH:14]=2)(=[O:12])=[O:11])[C:5](Cl)=[N:6][CH:7]=1.[O-:20][CH2:21][CH3:22].[Na+].C(=O)(O)[O-].[Na+].Cl. (4) Given the product [O:1]1[C:5]2[CH:6]=[CH:7][CH:8]=[CH:9][C:4]=2[CH:3]=[C:2]1[C:10]1[N:14]2[N:15]=[C:16]([N:19]3[C@H:23]([CH2:24][OH:25])[CH2:22][CH2:21][C:20]3=[O:32])[CH:17]=[CH:18][C:13]2=[N:12][CH:11]=1, predict the reactants needed to synthesize it. The reactants are: [O:1]1[C:5]2[CH:6]=[CH:7][CH:8]=[CH:9][C:4]=2[CH:3]=[C:2]1[C:10]1[N:14]2[N:15]=[C:16]([N:19]3[C@H:23]([CH2:24][O:25]C4CCCCO4)[CH2:22][CH2:21][C:20]3=[O:32])[CH:17]=[CH:18][C:13]2=[N:12][CH:11]=1.O.CC1C=CC(S(O)(=O)=O)=CC=1.